This data is from Catalyst prediction with 721,799 reactions and 888 catalyst types from USPTO. The task is: Predict which catalyst facilitates the given reaction. (1) Reactant: C1(C([C:6]2[C:7]([CH:15]3[CH2:17][CH2:16]3)=[N:8][N:9]3[CH:14]=[CH:13][CH:12]=[CH:11][C:10]=23)=O)CC1.C(O)CO. Product: [CH:15]1([C:7]2[CH:6]=[C:10]3[CH:11]=[CH:12][CH:13]=[CH:14][N:9]3[N:8]=2)[CH2:17][CH2:16]1. The catalyst class is: 48. (2) The catalyst class is: 106. Product: [Br:1][C:2]1[N:7]=[CH:6][C:5]2[N:8]=[CH:13][N:9]([CH:10]([CH3:12])[CH3:11])[C:4]=2[CH:3]=1. Reactant: [Br:1][C:2]1[N:7]=[CH:6][C:5]([NH2:8])=[C:4]([NH:9][CH:10]([CH3:12])[CH3:11])[CH:3]=1.[CH:13](OC)(OC)OC. (3) The catalyst class is: 8. Reactant: [OH:1][C:2]1[C:19]([O:20][CH2:21][CH2:22][CH2:23][CH2:24][CH2:25][CH3:26])=[CH:18][C:17]2[C:16]3[C:11](=[CH:12][C:13]([O:34][CH2:35][CH2:36][CH2:37][CH2:38][CH2:39][CH3:40])=[C:14]([O:27][CH2:28][CH2:29][CH2:30][CH2:31][CH2:32][CH3:33])[CH:15]=3)[C:10]3[C:5](=[CH:6][C:7]([O:48][CH2:49][CH2:50][CH2:51][CH2:52][CH2:53][CH3:54])=[C:8]([O:41][CH2:42][CH2:43][CH2:44][CH2:45][CH2:46][CH3:47])[CH:9]=3)[C:4]=2[CH:3]=1.Br[CH2:56][CH2:57][O:58][CH2:59][CH2:60][O:61][CH3:62].C(=O)([O-])[O-].[K+].[K+]. Product: [O:1]([C:2]1[C:19]([O:20][CH2:21][CH2:22][CH2:23][CH2:24][CH2:25][CH3:26])=[CH:18][C:17]2[C:16]3[C:11](=[CH:12][C:13]([O:34][CH2:35][CH2:36][CH2:37][CH2:38][CH2:39][CH3:40])=[C:14]([O:27][CH2:28][CH2:29][CH2:30][CH2:31][CH2:32][CH3:33])[CH:15]=3)[C:10]3[C:5](=[CH:6][C:7]([O:48][CH2:49][CH2:50][CH2:51][CH2:52][CH2:53][CH3:54])=[C:8]([O:41][CH2:42][CH2:43][CH2:44][CH2:45][CH2:46][CH3:47])[CH:9]=3)[C:4]=2[CH:3]=1)[CH2:56][CH2:57][O:58][CH2:59][CH2:60][O:61][CH3:62]. (4) The catalyst class is: 15. Product: [Cl:15][C:16]1[CH:17]=[N:18][CH:19]=[C:20]([Cl:40])[C:21]=1[NH:22][C:23]([C:25]1[C:26]2[N:27]([N:33]=[C:34]([C:36]([F:38])([F:37])[F:39])[C:35]=2[OH:12])[C:28]([O:31][CH3:32])=[CH:29][CH:30]=1)=[O:24]. Reactant: ClCCl.ClC1C=CC=C(C(OO)=[O:12])C=1.[Cl:15][C:16]1[CH:17]=[N:18][CH:19]=[C:20]([Cl:40])[C:21]=1[NH:22][C:23]([C:25]1[C:26]2[N:27]([N:33]=[C:34]([C:36]([F:39])([F:38])[F:37])[CH:35]=2)[C:28]([O:31][CH3:32])=[CH:29][CH:30]=1)=[O:24].C(=O)([O-])[O-].[K+].[K+]. (5) The catalyst class is: 2. Reactant: CO[C@H](C)C(O)=O.CN1CCOCC1.ClC(OCC(C)C)=O.ClC1C=C(OC2C(F)=CC([NH:38][C:39]([C:41]3([C:44]([NH:46]C4C=CC(F)=CC=4)=[O:45])[CH2:43][CH2:42]3)=[O:40])=C(F)C=2)C=CN=1. Product: [C:41]1([C:44]([NH2:46])=[O:45])([C:39]([NH2:38])=[O:40])[CH2:43][CH2:42]1. (6) Reactant: [CH2:1]([O:8][C:9]1[CH:17]=[CH:16][CH:15]=[CH:14][C:10]=1[C:11](O)=[O:12])[C:2]1[CH:7]=[CH:6][CH:5]=[CH:4][CH:3]=1.O=S(Cl)[Cl:20]. Product: [CH2:1]([O:8][C:9]1[CH:17]=[CH:16][CH:15]=[CH:14][C:10]=1[C:11]([Cl:20])=[O:12])[C:2]1[CH:7]=[CH:6][CH:5]=[CH:4][CH:3]=1. The catalyst class is: 11. (7) Reactant: [Cl:1][C:2]1[CH:3]=[C:4](/[CH:8]=[CH:9]/[CH:10]=[C:11]2[CH2:16][CH2:15][NH:14][CH2:13][CH2:12]2)[CH:5]=[CH:6][CH:7]=1.CCN(C(C)C)C(C)C.Cl[C:27]1[N:28]=[C:29]2[CH:34]=[CH:33][CH:32]=[CH:31][N:30]2[C:35]=1[N+:36]([O-:38])=[O:37]. The catalyst class is: 23. Product: [Cl:1][C:2]1[CH:3]=[C:4](/[CH:8]=[CH:9]/[CH:10]=[C:11]2[CH2:16][CH2:15][N:14]([C:27]3[N:28]=[C:29]4[CH:34]=[CH:33][CH:32]=[CH:31][N:30]4[C:35]=3[N+:36]([O-:38])=[O:37])[CH2:13][CH2:12]2)[CH:5]=[CH:6][CH:7]=1.